From a dataset of Experimentally validated miRNA-target interactions with 360,000+ pairs, plus equal number of negative samples. Binary Classification. Given a miRNA mature sequence and a target amino acid sequence, predict their likelihood of interaction. (1) The miRNA is mmu-miR-25-3p with sequence CAUUGCACUUGUCUCGGUCUGA. The protein sequence of the target gene is MESAIAEGGASRFSASSGGGGSRGAPQHYPKTAGNSEFLGKTPGQNAQKWIPARSTRRDDNSAANNSANEKERHDAIFRKVRGILNKLTPEKFDKLCLELLNVGVESKLILKGVILLIVDKALEEPKYSSLYAQLCLRLAEDAPNFDGPAAEGQPGQKQSTTFRRLLISKLQDEFENRTRNVDVYDKRENPLLPEEEEQRAIAKIKMLGNIKFIGELGKLDLIHESILHKCIKTLLEKKKRVQLKDMGEDLECLCQIMRTVGPRLDHERAKSLMDQYFARMCSLMLSKELPARIRFLLQD.... Result: 0 (no interaction). (2) The protein sequence of the target gene is MEGDQRSGPPAQSLLPDGHLVLWTLCSVLLPVFITLWCSLQRSRRQLHRRDIFRKSKHCWRDTDLFSHPTYCCVCAQHILQGAFCDCCGLRVDEGCLKKVDKRFPCKEIMLKNDKAADAMPHHWIRGNVPLCSYCVFCRQQCGSQPKLCDYRCIWCQKTVHDECMRGSLRSEKCDFGEFRNLIIPPSYLTSINQMRKDKNTNYEGLASKFGKQWTPLIILANSRSGTNMGEGLLGEFKILLNPVQVFDVTKTPPIKALQLCTLLPYYSVRVLVCGGDGTVGWVLDAIDEMKIKGQEKYIP.... The miRNA is hsa-miR-374a-5p with sequence UUAUAAUACAACCUGAUAAGUG. Result: 0 (no interaction). (3) The miRNA is hsa-miR-4697-3p with sequence UGUCAGUGACUCCUGCCCCUUGGU. The protein sequence of the target gene is MLSRLMSGSSRSLEREYSCTVRLLDDSEYTCTIQRDAKGQYLFDLLCHHLNLLEKDYFGIRFVDPDKQRHWLEFTKSVVKQLRSQPPFTMCFRVKFYPADPAALKEEITRYLVFLQIKRDLYHGRLLCKTSDAALLAAYILQAEIGDYDSGKHPEGYSSKFQFFPKHSEKLERKIAEIHKTELSGQTPATSELNFLRKAQTLETYGVDPHPCKDVSGNAAFLAFTPFGFVVLQGNKRVHFIKWNEVTKLKFEGKTFYLYVSQKEEKKIILTYFAPTPEACKHLWKCGIENQAFYKLEKSS.... Result: 0 (no interaction). (4) The miRNA is hsa-miR-6814-5p with sequence UCCCAAGGGUGAGAUGCUGCCA. The protein sequence of the target gene is MEPEEGTPLWRLQKLPAELGPQLLHKIIDGICGRAYPVYQDYHTVWESEEWMHVLEDIAKFFKAIVGKNLPDEEIFQQLNQLNSLHQETIMKCVKSRKDEIKQALSREIVAISSAQLQDFDWQVKLALSSDKIAALRMPLLSLHLDVKENGEVKPYSIEMSREELQNLIQSLEAANKVVLQLK. Result: 0 (no interaction). (5) The miRNA is hsa-miR-139-5p with sequence UCUACAGUGCACGUGUCUCCAGU. The protein sequence of the target gene is MEAERLRLLEEEAKLKKVARMGFNASSMLRKSQLGFLNVTSYSRLANELRVSCMERKKVQIRSLDPSSLASDRFNFILASTNSDQLFVVNQVEVEGSKYGIISLRTLKIPSFHVYVLRNLYVPNRKVKSLCWASLNQLDSHVLLCFEGITDAPSCAVLLPASRFLSVHTRVNQPGMLCSFQIPEAWSCAWSLNTRAYHCFSAGLSQQVLLTSVATGHQQSFDTSSDVLAQQFASTAPLLFNGCRSGEIFAIDLRCRNRGKGWRATRLFHDSAVTSVQILQEEQCLMASDMTGKIKLWDLR.... Result: 1 (interaction).